From a dataset of Full USPTO retrosynthesis dataset with 1.9M reactions from patents (1976-2016). Predict the reactants needed to synthesize the given product. Given the product [Br:1][C:2]1[C:3]([CH3:10])=[C:4]([CH:8]=[C:14]2[C:15]3[C:20](=[CH:19][CH:18]=[CH:17][CH:16]=3)[N:12]([OH:11])[C:13]2=[O:21])[NH:5][C:6]=1[CH3:7], predict the reactants needed to synthesize it. The reactants are: [Br:1][C:2]1[C:3]([CH3:10])=[C:4]([CH:8]=O)[NH:5][C:6]=1[CH3:7].[OH:11][N:12]1[C:20]2[C:15](=[CH:16][CH:17]=[CH:18][CH:19]=2)[CH2:14][C:13]1=[O:21].